Dataset: Catalyst prediction with 721,799 reactions and 888 catalyst types from USPTO. Task: Predict which catalyst facilitates the given reaction. (1) Reactant: [CH2:1]([C@@:4]1([CH3:32])[CH2:9][C@H:8]([C:10]2[CH:15]=[CH:14][CH:13]=[C:12]([Cl:16])[CH:11]=2)[C@@H:7]([C:17]2[CH:22]=[CH:21][C:20]([Cl:23])=[CH:19][CH:18]=2)[N:6]([CH2:24][C:25]2[CH:30]=[CH:29][CH:28]=[CH:27][N:26]=2)[C:5]1=[O:31])[CH:2]=[CH2:3].C([N-]C(C)C)(C)C.[Li+].[F:41][CH:42]([F:45])[CH2:43]I. Product: [CH2:1]([C@@:4]1([CH3:32])[CH2:9][C@H:8]([C:10]2[CH:15]=[CH:14][CH:13]=[C:12]([Cl:16])[CH:11]=2)[C@@H:7]([C:17]2[CH:18]=[CH:19][C:20]([Cl:23])=[CH:21][CH:22]=2)[N:6]([C@@H:24]([C:25]2[CH:30]=[CH:29][CH:28]=[CH:27][N:26]=2)[CH2:43][CH:42]([F:45])[F:41])[C:5]1=[O:31])[CH:2]=[CH2:3]. The catalyst class is: 1. (2) Reactant: C([O:4][CH:5]([CH3:20])[C:6]([C:8]1[C:9]([CH:17]([CH3:19])[CH3:18])=[N:10][N:11]2[CH:16]=[CH:15][CH:14]=[CH:13][C:12]=12)=[O:7])(=O)C.[OH-].[Na+].C(OCC)(=O)C.C([O-])(O)=O.[Na+]. Product: [OH:4][CH:5]([CH3:20])[C:6]([C:8]1[C:9]([CH:17]([CH3:19])[CH3:18])=[N:10][N:11]2[CH:16]=[CH:15][CH:14]=[CH:13][C:12]=12)=[O:7]. The catalyst class is: 1.